From a dataset of Full USPTO retrosynthesis dataset with 1.9M reactions from patents (1976-2016). Predict the reactants needed to synthesize the given product. (1) Given the product [Cl:30][C:4]1[N:3]=[C:2]([C:34]2[CH:35]=[CH:36][C:37]([C:39]([F:42])([F:41])[F:40])=[CH:38][C:33]=2[O:32][CH3:31])[C:11]2[C:6]([CH:5]=1)=[CH:7][C:8]([S:12]([N:15]([CH2:21][C:22]1[CH:23]=[CH:24][C:25]([O:28][CH3:29])=[CH:26][CH:27]=1)[C:16]1[S:17][CH:18]=[CH:19][N:20]=1)(=[O:14])=[O:13])=[CH:9][CH:10]=2, predict the reactants needed to synthesize it. The reactants are: Br[C:2]1[C:11]2[C:6](=[CH:7][C:8]([S:12]([N:15]([CH2:21][C:22]3[CH:27]=[CH:26][C:25]([O:28][CH3:29])=[CH:24][CH:23]=3)[C:16]3[S:17][CH:18]=[CH:19][N:20]=3)(=[O:14])=[O:13])=[CH:9][CH:10]=2)[CH:5]=[C:4]([Cl:30])[N:3]=1.[CH3:31][O:32][C:33]1[CH:38]=[C:37]([C:39]([F:42])([F:41])[F:40])[CH:36]=[CH:35][C:34]=1B(O)O.P([O-])([O-])([O-])=O.[K+].[K+].[K+]. (2) Given the product [CH:22]([N:12]1[C:11]2[CH:10]=[C:9]([C:15]([O:17][CH3:18])=[O:16])[CH:8]=[CH:7][C:6]=2[C:5]2[C:13]1=[CH:14][C:2]([Br:1])=[CH:3][C:4]=2[C:19]#[N:20])([C:23]1[CH:28]=[CH:27][CH:26]=[CH:25][CH:24]=1)[C:29]1[CH:34]=[CH:33][CH:32]=[CH:31][CH:30]=1, predict the reactants needed to synthesize it. The reactants are: [Br:1][C:2]1[CH:14]=[C:13]2[C:5]([C:6]3[CH:7]=[CH:8][C:9]([C:15]([O:17][CH3:18])=[O:16])=[CH:10][C:11]=3[NH:12]2)=[C:4]([C:19]#[N:20])[CH:3]=1.Br[CH:22]([C:29]1[CH:34]=[CH:33][CH:32]=[CH:31][CH:30]=1)[C:23]1[CH:28]=[CH:27][CH:26]=[CH:25][CH:24]=1.C([O-])([O-])=O.[Cs+].[Cs+]. (3) Given the product [C:34]([C:38]1[CH:43]=[CH:42][C:41]([S:44]([NH:1][C:2]2[CH:3]=[C:4]3[C:8](=[CH:9][CH:10]=2)[N:7]([CH3:11])[C:6]([C:12]([NH:14][C@H:15]([C:23]([OH:25])=[O:24])[CH2:16][C:17]2[CH:22]=[CH:21][CH:20]=[CH:19][CH:18]=2)=[O:13])=[C:5]3[C:28]2[CH:29]=[CH:30][CH:31]=[CH:32][CH:33]=2)(=[O:46])=[O:45])=[CH:40][CH:39]=1)([CH3:37])([CH3:35])[CH3:36], predict the reactants needed to synthesize it. The reactants are: [NH2:1][C:2]1[CH:3]=[C:4]2[C:8](=[CH:9][CH:10]=1)[N:7]([CH3:11])[C:6]([C:12]([NH:14][C@H:15]([C:23]([O:25]CC)=[O:24])[CH2:16][C:17]1[CH:22]=[CH:21][CH:20]=[CH:19][CH:18]=1)=[O:13])=[C:5]2[C:28]1[CH:33]=[CH:32][CH:31]=[CH:30][CH:29]=1.[C:34]([C:38]1[CH:43]=[CH:42][C:41]([S:44](Cl)(=[O:46])=[O:45])=[CH:40][CH:39]=1)([CH3:37])([CH3:36])[CH3:35]. (4) The reactants are: [Br:1]Br.[F:3][C:4]1[CH:5]=[N:6][CH:7]=[CH:8][C:9]=1[C:10]1[N:11]=[C:12]([OH:19])[C:13]2[S:18][CH:17]=[CH:16][C:14]=2[N:15]=1.S([O-])([O-])(=O)=S.[Na+].[Na+]. Given the product [Br:1][C:16]1[C:14]2[N:15]=[C:10]([C:9]3[CH:8]=[CH:7][N:6]=[CH:5][C:4]=3[F:3])[N:11]=[C:12]([OH:19])[C:13]=2[S:18][CH:17]=1, predict the reactants needed to synthesize it. (5) Given the product [F:1][C:2]1[CH:3]=[C:4]([C:9]2[C:17]3[C:12](=[CH:13][CH:14]=[C:15]([N+:18]([O-:20])=[O:19])[CH:16]=3)[N:11]([C:21]([C:22]3[CH:27]=[CH:26][CH:25]=[CH:24][CH:23]=3)([C:28]3[CH:29]=[CH:30][CH:31]=[CH:32][CH:33]=3)[C:34]3[CH:35]=[CH:36][CH:37]=[CH:38][CH:39]=3)[N:10]=2)[CH:5]=[CH:6][C:7]=1[O:8][CH2:41][CH2:42][O:43][CH3:44], predict the reactants needed to synthesize it. The reactants are: [F:1][C:2]1[CH:3]=[C:4]([C:9]2[C:17]3[C:12](=[CH:13][CH:14]=[C:15]([N+:18]([O-:20])=[O:19])[CH:16]=3)[N:11]([C:21]([C:34]3[CH:39]=[CH:38][CH:37]=[CH:36][CH:35]=3)([C:28]3[CH:33]=[CH:32][CH:31]=[CH:30][CH:29]=3)[C:22]3[CH:27]=[CH:26][CH:25]=[CH:24][CH:23]=3)[N:10]=2)[CH:5]=[CH:6][C:7]=1[OH:8].Br[CH2:41][CH2:42][O:43][CH3:44]. (6) Given the product [CH:1]1([O:4][C:5]2[CH:10]=[CH:9][C:8]([O:11][C:12]([F:15])([F:14])[F:13])=[CH:7][C:6]=2[CH:25]=[O:26])[CH2:3][CH2:2]1, predict the reactants needed to synthesize it. The reactants are: [CH:1]1([O:4][C:5]2[CH:10]=[CH:9][C:8]([O:11][C:12]([F:15])([F:14])[F:13])=[CH:7][C:6]=2I)[CH2:3][CH2:2]1.C([Li])(C)(C)C.CN([CH:25]=[O:26])C.[Cl-].[NH4+]. (7) The reactants are: [C:1]([O:5][C:6]([C:8]1[O:9][C:10]2[CH:17]=[CH:16][CH:15]=[C:14](OS(C(F)(F)F)(=O)=O)[C:11]=2[C:12]=1[CH3:13])=[O:7])([CH3:4])([CH3:3])[CH3:2].C([O-])([O-])=O.[K+].[K+].[N:32]1[CH:37]=[CH:36][CH:35]=[C:34](B(O)O)[CH:33]=1.O. Given the product [C:1]([O:5][C:6]([C:8]1[O:9][C:10]2[CH:17]=[CH:16][CH:15]=[C:14]([C:34]3[CH:33]=[N:32][CH:37]=[CH:36][CH:35]=3)[C:11]=2[C:12]=1[CH3:13])=[O:7])([CH3:4])([CH3:3])[CH3:2], predict the reactants needed to synthesize it. (8) The reactants are: [C:1]1([N:7]2[C:12](=O)C3SC=C(C4C=CC=CC=4)C=3N=C2)[CH:6]=[CH:5][CH:4]=[CH:3][CH:2]=1.[NH2:23][C:24]1[C:28]([C:29]2[CH:34]=[CH:33][C:32]([F:35])=[CH:31][CH:30]=2)=[CH:27][S:26][C:25]=1[C:36]([O:38]C)=O.C(OCC)(OCC)OCC.[Cl:50]C1C=CC(N)=CC=1. Given the product [Cl:50][C:4]1[CH:5]=[CH:6][C:1]([N:7]2[C:36](=[O:38])[C:25]3[S:26][CH:27]=[C:28]([C:29]4[CH:30]=[CH:31][C:32]([F:35])=[CH:33][CH:34]=4)[C:24]=3[N:23]=[CH:12]2)=[CH:2][CH:3]=1, predict the reactants needed to synthesize it. (9) The reactants are: [CH3:1][C:2]1[N:3]=[C:4]([C:7]2[C:8]3[CH2:16][CH2:15][CH:14]([C:17]([F:20])([F:19])[F:18])[CH2:13][C:9]=3[S:10][C:11]=2[NH2:12])[S:5][CH:6]=1.[CH:21]12[CH2:28][CH2:27][CH:24]([CH2:25][CH2:26]1)[C:23]1[C:29]([O:31][C:32](=[O:33])[C:22]2=1)=[O:30]. Given the product [CH3:1][C:2]1[N:3]=[C:4]([C:7]2[C:8]3[CH2:16][CH2:15][CH:14]([C:17]([F:20])([F:18])[F:19])[CH2:13][C:9]=3[S:10][C:11]=2[NH:12][C:32]([C:22]2[CH:21]3[CH2:28][CH2:27][CH:24]([CH2:25][CH2:26]3)[C:23]=2[C:29]([OH:31])=[O:30])=[O:33])[S:5][CH:6]=1, predict the reactants needed to synthesize it.